From a dataset of Forward reaction prediction with 1.9M reactions from USPTO patents (1976-2016). Predict the product of the given reaction. (1) Given the reactants [Cl:1][C:2]1[C:3]2[CH:10]=[CH:9][NH:8][C:4]=2[N:5]=[CH:6][N:7]=1.[B-](F)(F)(F)[F:12].[B-](F)(F)(F)F.C1[N+]2(CCl)CC[N+](F)(CC2)C1.C(#N)C, predict the reaction product. The product is: [Cl:1][C:2]1[C:3]2[C:10]([F:12])=[CH:9][NH:8][C:4]=2[N:5]=[CH:6][N:7]=1. (2) Given the reactants C([N:3]([CH2:6]C)CC)C.[C:8]([OH:12])([CH3:11])([CH3:10])[CH3:9].C1C=CC(P(N=[N+]=[N-])(C2C=CC=CC=2)=[O:20])=CC=1.[F:30][C:31]1[C:32]([N:40]2[CH:44]=[CH:43][CH:42]=[N:41]2)=[N:33][CH:34]=[C:35]([CH:39]=1)C(O)=O, predict the reaction product. The product is: [C:8]([O:12][C:6](=[O:20])[NH:3][C:35]1[CH:34]=[N:33][C:32]([N:40]2[CH:44]=[CH:43][CH:42]=[N:41]2)=[C:31]([F:30])[CH:39]=1)([CH3:11])([CH3:10])[CH3:9]. (3) The product is: [C:20]1([CH:26]2[CH2:31][CH2:30][CH2:29][CH2:28][N:27]2[CH2:1][C:3]2[CH:18]=[CH:17][C:6]([O:7][C:8]3[CH:16]=[CH:15][C:11]([C:12]([NH2:14])=[O:13])=[CH:10][N:9]=3)=[CH:5][CH:4]=2)[CH:25]=[CH:24][CH:23]=[CH:22][CH:21]=1. Given the reactants [CH:1]([C:3]1[CH:18]=[CH:17][C:6]([O:7][C:8]2[CH:16]=[CH:15][C:11]([C:12]([NH2:14])=[O:13])=[CH:10][N:9]=2)=[CH:5][CH:4]=1)=O.Cl.[C:20]1([CH:26]2[CH2:31][CH2:30][CH2:29][CH2:28][NH:27]2)[CH:25]=[CH:24][CH:23]=[CH:22][CH:21]=1.C(N(CC)CC)C.[BH4-].[Na+], predict the reaction product.